From a dataset of Full USPTO retrosynthesis dataset with 1.9M reactions from patents (1976-2016). Predict the reactants needed to synthesize the given product. (1) Given the product [NH3:4].[F:1][C:2]1[CH:3]=[N:4][C:5]([O:17][C:18]2[CH:23]=[CH:22][CH:21]=[C:20]([S:24][CH3:25])[CH:19]=2)=[C:6]([CH:16]=1)[C:7]([NH:9][CH:10]1[CH2:11][CH2:12][N:13]([C:38]([CH:33]2[CH2:37][CH2:36][CH2:35][CH2:34]2)=[O:39])[CH2:14][CH2:15]1)=[O:8], predict the reactants needed to synthesize it. The reactants are: [F:1][C:2]1[CH:3]=[N:4][C:5]([O:17][C:18]2[CH:23]=[CH:22][CH:21]=[C:20]([S:24][CH3:25])[CH:19]=2)=[C:6]([CH:16]=1)[C:7]([NH:9][CH:10]1[CH2:15][CH2:14][NH:13][CH2:12][CH2:11]1)=[O:8].C(N(CC)CC)C.[CH:33]1([C:38](Cl)=[O:39])[CH2:37][CH2:36][CH2:35][CH2:34]1.Cl.CN(C)CCCN=C=NCC. (2) Given the product [CH2:30]([N:33]1[C:37]([CH2:38][S@@:39]([C:41]2[CH:42]=[CH:43][C:44]([NH2:45])=[CH:46][CH:47]=2)=[O:40])=[CH:36][N:35]=[CH:34]1)[CH2:31][CH3:32], predict the reactants needed to synthesize it. The reactants are: O.C1(C)C=CC(C([C@](C(O)=O)(O)[C@](C(C2C=CC(C)=CC=2)=O)(O)C(O)=O)=O)=CC=1.[CH2:30]([N:33]1[C:37]([CH2:38][S@@:39]([C:41]2[CH:47]=[CH:46][C:44]([NH2:45])=[CH:43][CH:42]=2)=[O:40])=[CH:36][N:35]=[CH:34]1)[CH2:31][CH3:32].Cl.